Task: Predict the reactants needed to synthesize the given product.. Dataset: Full USPTO retrosynthesis dataset with 1.9M reactions from patents (1976-2016) (1) Given the product [F:1][C:2]1[C:3]([C:8]2[O:10][N:39]=[C:37]([C:26]3[N:27]=[C:28]([NH:30][C:31]4[CH:36]=[CH:35][CH:34]=[CH:33][CH:32]=4)[N:29]=[C:24]([NH2:23])[N:25]=3)[N:38]=2)=[N:4][CH:5]=[CH:6][CH:7]=1, predict the reactants needed to synthesize it. The reactants are: [F:1][C:2]1[C:3]([C:8]([OH:10])=O)=[N:4][CH:5]=[CH:6][CH:7]=1.Cl.CN(C)CCCN=C=NCC.[NH2:23][C:24]1[N:29]=[C:28]([NH:30][C:31]2[CH:36]=[CH:35][CH:34]=[CH:33][CH:32]=2)[N:27]=[C:26]([C:37](=[N:39]O)[NH2:38])[N:25]=1. (2) Given the product [CH2:1]([O:3][C:4]([N:6]1[C:15]2[C:10](=[CH:11][C:12]([C:16]([F:19])([F:18])[F:17])=[CH:13][CH:14]=2)[CH:9]([CH:20]([NH2:35])[C:21]2[CH:26]=[C:25]([C:27]([F:28])([F:29])[F:30])[CH:24]=[C:23]([C:31]([F:32])([F:34])[F:33])[CH:22]=2)[CH2:8][CH:7]1[CH2:49][CH3:50])=[O:5])[CH3:2], predict the reactants needed to synthesize it. The reactants are: [CH2:1]([O:3][C:4]([N:6]1[C:15]2[C:10](=[CH:11][C:12]([C:16]([F:19])([F:18])[F:17])=[CH:13][CH:14]=2)[CH:9]([CH:20]([N:35]=C(C2C=CC=CC=2)C2C=CC=CC=2)[C:21]2[CH:26]=[C:25]([C:27]([F:30])([F:29])[F:28])[CH:24]=[C:23]([C:31]([F:34])([F:33])[F:32])[CH:22]=2)[CH2:8][CH:7]1[CH2:49][CH3:50])=[O:5])[CH3:2].CS(O)(=O)=O.O. (3) Given the product [CH3:1][C:2]1[N:11]=[CH:10][CH:9]=[CH:8][C:3]=1[CH:4]=[O:5], predict the reactants needed to synthesize it. The reactants are: [CH3:1][C:2]1[N:11]=[CH:10][CH:9]=[CH:8][C:3]=1[C:4](OC)=[O:5].[H-].[Al+3].[Li+].[H-].[H-].[H-].C(OCC)(=O)C. (4) Given the product [F:1][C:2]1[CH:3]=[CH:4][C:5](/[CH:8]=[CH:9]/[C:10]2[CH:11]=[C:12]([CH:16]=[C:17]([O:19][CH:20]([CH2:23][O:24][CH3:25])[CH2:21][CH3:22])[CH:18]=2)[C:13]([NH:47][C:48]2[S:49][CH:50]=[CH:51][N:52]=2)=[O:15])=[CH:6][CH:7]=1, predict the reactants needed to synthesize it. The reactants are: [F:1][C:2]1[CH:7]=[CH:6][C:5](/[CH:8]=[CH:9]/[C:10]2[CH:11]=[C:12]([CH:16]=[C:17]([O:19][CH:20]([CH2:23][O:24][CH3:25])[CH2:21][CH3:22])[CH:18]=2)[C:13]([OH:15])=O)=[CH:4][CH:3]=1.C1C=CC2N(O)N=NC=2C=1.CCN=C=NCCCN(C)C.[NH2:47][C:48]1[S:49][CH:50]=[CH:51][N:52]=1. (5) Given the product [Br:1][C:2]1[CH:3]=[CH:4][C:5]2[O:14][CH2:13][CH2:12][C:11]3[CH:10]=[C:9]([C:15]4[N:24]([C:23]5[CH:25]=[CH:26][C:27]([F:29])=[CH:28][C:22]=5[Cl:21])[CH:17]=[N:18][N:19]=4)[S:8][C:7]=3[C:6]=2[CH:20]=1, predict the reactants needed to synthesize it. The reactants are: [Br:1][C:2]1[CH:3]=[CH:4][C:5]2[O:14][CH2:13][CH2:12][C:11]3[CH:10]=[C:9]([C:15]4O[CH:17]=[N:18][N:19]=4)[S:8][C:7]=3[C:6]=2[CH:20]=1.[Cl:21][C:22]1[CH:28]=[C:27]([F:29])[CH:26]=[CH:25][C:23]=1[NH2:24].C(O)(C(F)(F)F)=O.C1(C)C=CC=CC=1. (6) Given the product [C:28]1([CH3:38])[CH:29]=[CH:30][C:31]([S:34]([OH:37])(=[O:35])=[O:36])=[CH:32][CH:33]=1.[CH:1]1([CH2:4][N:5]2[CH2:6][CH2:7][N:8]([C:11]3[CH:16]=[CH:15][CH:14]=[CH:13][C:12]=3[CH:17]3[CH2:18][C:19]([CH3:26])([CH3:25])[CH2:20][C:21]([CH3:24])([CH3:23])[CH2:22]3)[CH2:9][CH2:10]2)[CH2:3][CH2:2]1, predict the reactants needed to synthesize it. The reactants are: [CH:1]1([CH2:4][N:5]2[CH2:10][CH2:9][N:8]([C:11]3[CH:16]=[CH:15][CH:14]=[CH:13][C:12]=3[CH:17]3[CH2:22][C:21]([CH3:24])([CH3:23])[CH2:20][C:19]([CH3:26])([CH3:25])[CH2:18]3)[CH2:7][CH2:6]2)[CH2:3][CH2:2]1.O.[C:28]1([CH3:38])[CH:33]=[CH:32][C:31]([S:34]([OH:37])(=[O:36])=[O:35])=[CH:30][CH:29]=1. (7) Given the product [CH2:20]([NH:19][C:11]1[CH:10]=[C:9]([NH:8][C:5]2[CH:4]=[CH:3][C:2]([NH:1][C:37](=[O:38])[N:36]([CH2:40][CH3:41])[CH2:34][CH3:35])=[CH:7][CH:6]=2)[N:14]=[CH:13][C:12]=1[CH2:15][C:16]([NH2:18])=[O:17])[C:21]1[CH:22]=[CH:23][CH:24]=[CH:25][CH:26]=1, predict the reactants needed to synthesize it. The reactants are: [NH2:1][C:2]1[CH:7]=[CH:6][C:5]([NH:8][C:9]2[N:14]=[CH:13][C:12]([CH2:15][C:16]([NH2:18])=[O:17])=[C:11]([NH:19][CH2:20][C:21]3[CH:26]=[CH:25][CH:24]=[CH:23][CH:22]=3)[CH:10]=2)=[CH:4][CH:3]=1.C(N(CC)CC)C.[CH2:34]([N:36]([CH2:40][CH3:41])[C:37](Cl)=[O:38])[CH3:35].O.